Dataset: Cav3 T-type calcium channel HTS with 100,875 compounds. Task: Binary Classification. Given a drug SMILES string, predict its activity (active/inactive) in a high-throughput screening assay against a specified biological target. The compound is S(=O)(=O)(N(Cc1ccccc1)CC(=O)Nc1c(SC)cccc1)C. The result is 0 (inactive).